From a dataset of Full USPTO retrosynthesis dataset with 1.9M reactions from patents (1976-2016). Predict the reactants needed to synthesize the given product. (1) Given the product [N:1]1([CH:12]([NH:27][C:25](=[O:26])[CH2:24][C:21]2[CH:22]=[CH:23][C:18]([C:16]#[N:17])=[CH:19][CH:20]=2)[C:11]([CH3:15])([CH3:14])[CH3:10])[C:5]2[CH:6]=[CH:7][CH:8]=[CH:9][C:4]=2[N:3]=[N:2]1, predict the reactants needed to synthesize it. The reactants are: [NH:1]1[C:5]2[CH:6]=[CH:7][CH:8]=[CH:9][C:4]=2[N:3]=[N:2]1.[CH3:10][C:11]([CH3:15])([CH3:14])[CH:12]=O.[C:16]([C:18]1[CH:23]=[CH:22][C:21]([CH2:24][C:25]([NH2:27])=[O:26])=[CH:20][CH:19]=1)#[N:17]. (2) Given the product [CH3:1][C:2]1[CH:12]=[CH:11][CH:10]=[CH:9][C:3]=1/[CH:4]=[CH:5]/[C:6](=[O:8])[CH2:27][C:26]([O:32][CH2:33][CH3:34])=[O:31], predict the reactants needed to synthesize it. The reactants are: [CH3:1][C:2]1[CH:12]=[CH:11][CH:10]=[CH:9][C:3]=1[CH:4]=[CH:5][C:6]([OH:8])=O.C(N1C=CN=C1)(N1C=CN=C1)=O.[K+].[C:26]([O:32][CH2:33][CH3:34])(=[O:31])[CH2:27]C([O-])=O.[Cl-].[Mg+2].[Cl-].Cl. (3) Given the product [Cl:1][C:2]1[CH:3]=[C:4]2[C:8](=[CH:9][CH:10]=1)[N:7]([CH2:11][CH2:12][S:13]([CH3:16])(=[O:15])=[O:14])[C:6]([CH2:17][N:25]1[C:26]3=[CH:27][N:28]=[CH:29][CH:30]=[C:31]3[C:23]([S:20]([CH3:19])(=[O:21])=[O:22])=[N:24]1)=[CH:5]2, predict the reactants needed to synthesize it. The reactants are: [Cl:1][C:2]1[CH:3]=[C:4]2[C:8](=[CH:9][CH:10]=1)[N:7]([CH2:11][CH2:12][S:13]([CH3:16])(=[O:15])=[O:14])[C:6]([CH2:17]O)=[CH:5]2.[CH3:19][S:20]([C:23]1[C:31]2[C:26](=[CH:27][N:28]=[CH:29][CH:30]=2)[NH:25][N:24]=1)(=[O:22])=[O:21].C1C=CC(P(C2C=CC=CC=2)C2C=CC=CC=2)=CC=1.CC(OC(/N=N/C(OC(C)C)=O)=O)C.